This data is from Full USPTO retrosynthesis dataset with 1.9M reactions from patents (1976-2016). The task is: Predict the reactants needed to synthesize the given product. (1) Given the product [F:16][C:2]([F:1])([F:15])[O:3][C:4]1[CH:5]=[C:6]2[C:11](=[C:12]([NH:14][S:25]([C:22]3[CH:23]=[N:24][C:19]([C:18]([F:30])([F:17])[F:29])=[CH:20][CH:21]=3)(=[O:27])=[O:26])[CH:13]=1)[N:10]=[CH:9][CH:8]=[CH:7]2, predict the reactants needed to synthesize it. The reactants are: [F:1][C:2]([F:16])([F:15])[O:3][C:4]1[CH:5]=[C:6]2[C:11](=[C:12]([NH2:14])[CH:13]=1)[N:10]=[CH:9][CH:8]=[CH:7]2.[F:17][C:18]([F:30])([F:29])[C:19]1[N:24]=[CH:23][C:22]([S:25](Cl)(=[O:27])=[O:26])=[CH:21][CH:20]=1.N1C=CC=CC=1. (2) Given the product [Cl:1][C:2]1[N:7]=[C:6]([C:8]([O:10][CH3:11])=[O:9])[C:5]([N+:12]([O-:14])=[O:13])=[C:4]([C:16]([CH3:18])=[CH2:17])[N:3]=1, predict the reactants needed to synthesize it. The reactants are: [Cl:1][C:2]1[N:7]=[C:6]([C:8]([O:10][CH3:11])=[O:9])[C:5]([N+:12]([O-:14])=[O:13])=[C:4](Cl)[N:3]=1.[C:16]([B-](F)(F)F)([CH3:18])=[CH2:17].[K+].C(=O)([O-])[O-].[Cs+].[Cs+]. (3) Given the product [OH:19][C:17]1([C:20]([F:23])([F:22])[F:21])[O:16][N:15]=[C:14]([C:11]2[CH:10]=[CH:9][C:8]([O:7][CH2:25][C:26]([NH:28][C:29]3[CH:34]=[CH:33][CH:32]=[CH:31][CH:30]=3)=[O:27])=[CH:13][CH:12]=2)[CH2:18]1, predict the reactants needed to synthesize it. The reactants are: C(=O)([O-])[O-].[Cs+].[Cs+].[OH:7][C:8]1[CH:13]=[CH:12][C:11]([C:14]2[CH2:18][C:17]([C:20]([F:23])([F:22])[F:21])([OH:19])[O:16][N:15]=2)=[CH:10][CH:9]=1.Cl[CH2:25][C:26]([NH:28][C:29]1[CH:34]=[CH:33][CH:32]=[CH:31][CH:30]=1)=[O:27].